From a dataset of Forward reaction prediction with 1.9M reactions from USPTO patents (1976-2016). Predict the product of the given reaction. (1) Given the reactants O=S(Cl)[Cl:3].[NH2:5][C:6]1[N:11]=[C:10]([OH:12])[C:9]([S:13][C:14]2[CH:19]=[CH:18][C:17]([CH2:20]O)=[CH:16][CH:15]=2)=[C:8]([CH3:22])[N:7]=1, predict the reaction product. The product is: [NH2:5][C:6]1[N:11]=[C:10]([OH:12])[C:9]([S:13][C:14]2[CH:19]=[CH:18][C:17]([CH2:20][Cl:3])=[CH:16][CH:15]=2)=[C:8]([CH3:22])[N:7]=1. (2) Given the reactants Cl[C:2]([O:4][CH:5]([O:13][C:14](=[O:18])[CH:15]([CH3:17])[CH3:16])[C:6]([O:8][CH2:9][CH2:10][CH2:11][CH3:12])=[O:7])=[O:3].[NH2:19][C:20]1[CH:25]=[CH:24][C:23]([S:26]([NH:29][C:30]2[CH:34]=[C:33]([CH3:35])[O:32][N:31]=2)(=[O:28])=[O:27])=[CH:22][CH:21]=1.C(N(C(C)C)C(C)C)(C)C, predict the reaction product. The product is: [CH2:9]([O:8][C:6]([CH:5]([O:13][C:14](=[O:18])[CH:15]([CH3:17])[CH3:16])[O:4][C:2]([NH:19][C:20]1[CH:25]=[CH:24][C:23]([S:26]([NH:29][C:30]2[CH:34]=[C:33]([CH3:35])[O:32][N:31]=2)(=[O:28])=[O:27])=[CH:22][CH:21]=1)=[O:3])=[O:7])[CH2:10][CH2:11][CH3:12]. (3) Given the reactants [CH3:1][C:2]1[C:7]([C:8]([OH:10])=[O:9])=[CH:6][N:5]=[CH:4][CH:3]=1.S(=O)(=O)(O)O.[CH2:16](O)[CH3:17], predict the reaction product. The product is: [CH2:16]([O:9][C:8](=[O:10])[C:7]1[C:2]([CH3:1])=[CH:3][CH:4]=[N:5][CH:6]=1)[CH3:17]. (4) Given the reactants [Br:1][C:2]1[CH:3]=[C:4]2[C:8](=[CH:9][CH:10]=1)[C:7](=O)[N:6]([CH:12]([CH3:14])[CH3:13])[C:5]2=O, predict the reaction product. The product is: [Br:1][C:2]1[CH:3]=[C:4]2[C:8](=[CH:9][CH:10]=1)[CH2:7][N:6]([CH:12]([CH3:14])[CH3:13])[CH2:5]2. (5) Given the reactants [C:1]([O:5][C:6]([N:8]1[CH2:11][CH:10]([C:12]2[NH:32][C:15]3[N:16]=[N:17][C:18]([CH2:20][CH2:21][CH2:22][CH2:23][N:24]4[CH:28]=[C:27]([C:29]([OH:31])=O)[N:26]=[N:25]4)=[CH:19][C:14]=3[CH:13]=2)[CH2:9]1)=[O:7])([CH3:4])([CH3:3])[CH3:2].[F:33][C:34]1[CH:39]=[CH:38][C:37]([O:40][C:41]([F:44])([F:43])[F:42])=[CH:36][C:35]=1[CH2:45][NH2:46].C(Cl)CCl.C1C=CC2N(O)N=NC=2C=1, predict the reaction product. The product is: [F:33][C:34]1[CH:39]=[CH:38][C:37]([O:40][C:41]([F:42])([F:43])[F:44])=[CH:36][C:35]=1[CH2:45][NH:46][C:29]([C:27]1[N:26]=[N:25][N:24]([CH2:23][CH2:22][CH2:21][CH2:20][C:18]2[N:17]=[N:16][C:15]3[NH:32][C:12]([CH:10]4[CH2:11][N:8]([C:6]([O:5][C:1]([CH3:2])([CH3:4])[CH3:3])=[O:7])[CH2:9]4)=[CH:13][C:14]=3[CH:19]=2)[CH:28]=1)=[O:31]. (6) Given the reactants Br[C:2]1[CH:3]=[N:4][C:5]2[N:6]([CH:8]=[C:9]([CH2:11][O:12][C:13]3[CH:18]=[CH:17][CH:16]=[CH:15][N:14]=3)[N:10]=2)[CH:7]=1.[F:19][C:20]1[CH:25]=[CH:24][C:23](B(O)O)=[C:22]([S:29][CH3:30])[CH:21]=1, predict the reaction product. The product is: [F:19][C:20]1[CH:25]=[CH:24][C:23]([C:2]2[CH:3]=[N:4][C:5]3[N:6]([CH:8]=[C:9]([CH2:11][O:12][C:13]4[CH:18]=[CH:17][CH:16]=[CH:15][N:14]=4)[N:10]=3)[CH:7]=2)=[C:22]([S:29][CH3:30])[CH:21]=1. (7) Given the reactants [CH3:1][O:2][C:3](=[O:8])[CH2:4][CH2:5][CH2:6]Br.[N-:9]=[N+:10]=[N-:11].[Na+].O, predict the reaction product. The product is: [N:9]([CH2:6][CH2:5][CH2:4][C:3]([O:2][CH3:1])=[O:8])=[N+:10]=[N-:11].